Dataset: hERG potassium channel inhibition data for cardiac toxicity prediction from Karim et al.. Task: Regression/Classification. Given a drug SMILES string, predict its toxicity properties. Task type varies by dataset: regression for continuous values (e.g., LD50, hERG inhibition percentage) or binary classification for toxic/non-toxic outcomes (e.g., AMES mutagenicity, cardiotoxicity, hepatotoxicity). Dataset: herg_karim. The compound is O=C1CCCN1Cc1nc2ccccc2n1Cc1ccc(Cl)cc1. The result is 1 (blocker).